The task is: Predict the reaction yield, written as a fraction of the theoretical maximum amount of product (1.0 means a 100% yield; for example, 0.34 means a 34% yield).. This data is from Reaction yield outcomes from USPTO patents with 853,638 reactions. (1) The reactants are [CH3:1][C:2]1[CH:7]=[C:6]([C:8]([OH:17])([C:13]([F:16])([F:15])[F:14])[C:9]([F:12])([F:11])[F:10])[CH:5]=[C:4]([CH3:18])[C:3]=1[NH:19][C:20](=[O:30])[C:21]1[CH:26]=[CH:25][CH:24]=[C:23]([N+:27]([O-])=O)[CH:22]=1.[H][H]. The catalyst is [C].[Pd].CO. The product is [CH3:1][C:2]1[CH:7]=[C:6]([C:8]([OH:17])([C:13]([F:14])([F:15])[F:16])[C:9]([F:12])([F:11])[F:10])[CH:5]=[C:4]([CH3:18])[C:3]=1[NH:19][C:20](=[O:30])[C:21]1[CH:26]=[CH:25][CH:24]=[C:23]([NH2:27])[CH:22]=1. The yield is 0.850. (2) The reactants are [CH3:1][CH:2]([C:4]1[N:8]([CH2:9][CH2:10][C@H:11]2[O:17][C:15](=[O:16])[CH2:14][C@H:13]([OH:18])[CH2:12]2)[C:7]([C:19]2[CH:20]=[CH:21][C:22]([F:25])=[CH:23][CH:24]=2)=[C:6]([C:26]2[CH:27]=[CH:28][CH:29]=[CH:30][CH:31]=2)[C:5]=1[C:32]([NH:34][C:35]1[CH:36]=[CH:37][CH:38]=[CH:39][CH:40]=1)=[O:33])[CH3:3].[OH-:41].[Sr+2:42].[OH-]. The catalyst is COC(C)(C)C.CO.O. The product is [CH3:3][CH:2]([C:4]1[N:8]([CH2:9][CH2:10][C@@H:11]([OH:17])[CH2:12][C@@H:13]([OH:18])[CH2:14][C:15]([O-:16])=[O:41])[C:7]([C:19]2[CH:20]=[CH:21][C:22]([F:25])=[CH:23][CH:24]=2)=[C:6]([C:26]2[CH:27]=[CH:28][CH:29]=[CH:30][CH:31]=2)[C:5]=1[C:32]([NH:34][C:35]1[CH:36]=[CH:37][CH:38]=[CH:39][CH:40]=1)=[O:33])[CH3:1].[CH3:3][CH:2]([C:4]1[N:8]([CH2:9][CH2:10][C@@H:11]([OH:17])[CH2:12][C@@H:13]([OH:18])[CH2:14][C:15]([O-:16])=[O:41])[C:7]([C:19]2[CH:20]=[CH:21][C:22]([F:25])=[CH:23][CH:24]=2)=[C:6]([C:26]2[CH:27]=[CH:28][CH:29]=[CH:30][CH:31]=2)[C:5]=1[C:32]([NH:34][C:35]1[CH:36]=[CH:37][CH:38]=[CH:39][CH:40]=1)=[O:33])[CH3:1].[Sr+2:42]. The yield is 0.770. (3) The yield is 0.100. The product is [CH3:1][N:2]1[CH:6]=[C:5]([C:7]2[CH:12]=[CH:11][C:10]([N:13]([C:14]3[C:18]4[CH2:19][N:20]([C:23](=[O:25])[CH3:24])[CH2:21][CH2:22][C:17]=4[N:16]([C@H:26]4[CH2:30][CH2:29][O:28][CH2:27]4)[N:15]=3)[C:32]3[CH:37]=[CH:36][CH:35]=[CH:34][CH:33]=3)=[CH:9][CH:8]=2)[CH:4]=[N:3]1. The catalyst is C1(C)C=CC=CC=1.C1C=CC(/C=C/C(/C=C/C2C=CC=CC=2)=O)=CC=1.C1C=CC(/C=C/C(/C=C/C2C=CC=CC=2)=O)=CC=1.C1C=CC(/C=C/C(/C=C/C2C=CC=CC=2)=O)=CC=1.[Pd].[Pd]. The reactants are [CH3:1][N:2]1[CH:6]=[C:5]([C:7]2[CH:12]=[CH:11][C:10]([NH:13][C:14]3[C:18]4[CH2:19][N:20]([C:23](=[O:25])[CH3:24])[CH2:21][CH2:22][C:17]=4[N:16]([C@H:26]4[CH2:30][CH2:29][O:28][CH2:27]4)[N:15]=3)=[CH:9][CH:8]=2)[CH:4]=[N:3]1.I[C:32]1[CH:37]=[CH:36][CH:35]=[CH:34][CH:33]=1.CC([O-])(C)C.[K+].C1(P(C2CCCCC2)C2C=CC=CC=2C2C(C(C)C)=CC(C(C)C)=CC=2C(C)C)CCCCC1.